The task is: Regression. Given two drug SMILES strings and cell line genomic features, predict the synergy score measuring deviation from expected non-interaction effect.. This data is from NCI-60 drug combinations with 297,098 pairs across 59 cell lines. Drug 1: CC1=C(C(CCC1)(C)C)C=CC(=CC=CC(=CC(=O)O)C)C. Drug 2: CC12CCC3C(C1CCC2O)C(CC4=C3C=CC(=C4)O)CCCCCCCCCS(=O)CCCC(C(F)(F)F)(F)F. Cell line: SNB-75. Synergy scores: CSS=2.81, Synergy_ZIP=1.04, Synergy_Bliss=3.26, Synergy_Loewe=-0.649, Synergy_HSA=-0.197.